Dataset: Reaction yield outcomes from USPTO patents with 853,638 reactions. Task: Predict the reaction yield, written as a fraction of the theoretical maximum amount of product (1.0 means a 100% yield; for example, 0.34 means a 34% yield). (1) The reactants are Br[CH2:2][CH2:3][O:4][C:5]1[CH:14]=[C:13]2[C:8]([C:9]([O:15][C:16]3[CH:21]=[CH:20][C:19]([NH:22][C:23]([NH:25][C:26]4[CH:31]=[CH:30][C:29]([F:32])=[CH:28][C:27]=4[F:33])=[O:24])=[C:18]([Cl:34])[CH:17]=3)=[CH:10][CH:11]=[N:12]2)=[CH:7][C:6]=1[O:35][CH3:36].C(=O)([O-])[O-].[K+].[K+].[CH3:43][N:44]1[CH2:49][CH2:48][NH:47][CH2:46][CH2:45]1.O. The catalyst is CN(C)C=O. The product is [Cl:34][C:18]1[CH:17]=[C:16]([O:15][C:9]2[C:8]3[C:13](=[CH:14][C:5]([O:4][CH2:3][CH2:2][N:47]4[CH2:48][CH2:49][N:44]([CH3:43])[CH2:45][CH2:46]4)=[C:6]([O:35][CH3:36])[CH:7]=3)[N:12]=[CH:11][CH:10]=2)[CH:21]=[CH:20][C:19]=1[NH:22][C:23]([NH:25][C:26]1[CH:31]=[CH:30][C:29]([F:32])=[CH:28][C:27]=1[F:33])=[O:24]. The yield is 0.930. (2) The reactants are [C:1]([C:3]1[CH:28]=[CH:27][C:6]([CH2:7][N:8]([CH:19]2[CH2:24][CH:23]3[CH:25]([OH:26])[CH:20]2[CH2:21][CH2:22]3)[S:9]([C:12]2[CH:17]=[CH:16][C:15]([Cl:18])=[CH:14][CH:13]=2)(=[O:11])=[O:10])=[CH:5][CH:4]=1)#[N:2].[NH2:29]O.C([O:34][CH2:35]C)(=O)C. The catalyst is C(O)C.C(OC(OCC)OCC)C. The product is [O:34]1[CH:35]=[N:29][C:1]([C:3]2[CH:4]=[CH:5][C:6]([CH2:7][N:8]([CH:19]3[CH2:24][CH:23]4[CH:25]([OH:26])[CH:20]3[CH2:21][CH2:22]4)[S:9]([C:12]3[CH:13]=[CH:14][C:15]([Cl:18])=[CH:16][CH:17]=3)(=[O:11])=[O:10])=[CH:27][CH:28]=2)=[N:2]1. The yield is 0.440. (3) The reactants are CC([N:5]([CH2:9][C:10]1[C:11](=[O:20])[NH:12][C:13]([CH:17]2[CH2:19][CH2:18]2)=[CH:14][C:15]=1[CH3:16])C(=O)[O-])(C)C.CCOC(C)=O.[ClH:27].O1CCOCC1. The catalyst is CO. The product is [ClH:27].[NH2:5][CH2:9][C:10]1[C:11](=[O:20])[NH:12][C:13]([CH:17]2[CH2:18][CH2:19]2)=[CH:14][C:15]=1[CH3:16]. The yield is 1.00. (4) The catalyst is C(Cl)(Cl)Cl.C(OCC)(=O)C. The product is [ClH:120].[CH2:78]([C:80]1[N:90]([CH2:91][C:92]2[CH:119]=[CH:118][C:95]3[N:96]([CH3:117])[C:97]4[CH:104]=[CH:103][C:102]([CH2:105][N:106]5[CH2:107][CH2:108][CH:109]([C:112]6[N:116]=[N:115][NH:114][N:113]=6)[CH2:110][CH2:111]5)=[CH:101][C:98]=4[CH2:99][CH2:100][C:94]=3[CH:93]=2)[C:83]2=[N:84][C:85]([CH3:89])=[CH:86][C:87]([CH3:88])=[C:82]2[N:81]=1)[CH3:79]. The yield is 0.920. The reactants are C(C1N(CC2C=CC3NC4C=CC(CN5CCC(C#N)CC5)=CC=4CCC=3C=2)C2=NC(C)=CC(C)=C2N=1)C.C(C1N(CC2C=CC3N(C)C4C=CC(CN5CCC(C#N)CC5)=CC=4CCC=3C=2)C2=NC(C)=CC(C)=C2N=1)C.[CH2:78]([C:80]1[N:90]([CH2:91][C:92]2[CH:119]=[CH:118][C:95]3[N:96]([CH3:117])[C:97]4[CH:104]=[CH:103][C:102]([CH2:105][N:106]5[CH2:111][CH2:110][CH:109]([C:112]6[N:113]=[N:114][NH:115][N:116]=6)[CH2:108][CH2:107]5)=[CH:101][C:98]=4[CH2:99][CH2:100][C:94]=3[CH:93]=2)[C:83]2=[N:84][C:85]([CH3:89])=[CH:86][C:87]([CH3:88])=[C:82]2[N:81]=1)[CH3:79].[ClH:120]. (5) The reactants are [Cl:1][C:2]1[CH:3]=[C:4]2[C:8](=[CH:9][CH:10]=1)[N:7]([CH2:11][C:12]([O:14][C:15]([CH3:18])([CH3:17])[CH3:16])=[O:13])[C:6]([CH3:19])=[C:5]2[C:20]1[C:29]2[C:24](=[CH:25][CH:26]=[CH:27][CH:28]=2)[C:23](Cl)=[N:22][N:21]=1.[OH-:31].[Na+]. The catalyst is C(O)(=O)C. The product is [Cl:1][C:2]1[CH:3]=[C:4]2[C:8](=[CH:9][CH:10]=1)[N:7]([CH2:11][C:12]([O:14][C:15]([CH3:17])([CH3:18])[CH3:16])=[O:13])[C:6]([CH3:19])=[C:5]2[C:20]1[C:29]2[C:24](=[CH:25][CH:26]=[CH:27][CH:28]=2)[C:23]([OH:31])=[N:22][N:21]=1. The yield is 0.970. (6) The reactants are [CH3:1][O:2][C:3]1[CH:9]=[CH:8][C:6]([NH2:7])=[C:5]([CH3:10])[CH:4]=1.[N+:11]([C:14]1[CH:21]=[CH:20][CH:19]=[CH:18][C:15]=1[CH:16]=O)([O-])=O. The catalyst is O1CCCC1. The product is [CH3:1][O:2][C:3]1[CH:9]=[CH:8][C:6]([N:7]2[CH:16]=[C:15]3[C:14]([CH:21]=[CH:20][CH:19]=[CH:18]3)=[N:11]2)=[C:5]([CH3:10])[CH:4]=1. The yield is 0.630.